This data is from NCI-60 drug combinations with 297,098 pairs across 59 cell lines. The task is: Regression. Given two drug SMILES strings and cell line genomic features, predict the synergy score measuring deviation from expected non-interaction effect. Drug 1: CC1C(C(CC(O1)OC2CC(CC3=C2C(=C4C(=C3O)C(=O)C5=C(C4=O)C(=CC=C5)OC)O)(C(=O)C)O)N)O.Cl. Drug 2: C1=NC(=NC(=O)N1C2C(C(C(O2)CO)O)O)N. Cell line: A498. Synergy scores: CSS=24.9, Synergy_ZIP=-5.45, Synergy_Bliss=0.377, Synergy_Loewe=-5.81, Synergy_HSA=0.207.